This data is from Full USPTO retrosynthesis dataset with 1.9M reactions from patents (1976-2016). The task is: Predict the reactants needed to synthesize the given product. (1) The reactants are: [Cl:1][C:2]1[CH:7]=[CH:6][C:5]([O:8][C:9](=[O:24])[N:10]([CH2:12][CH2:13][C@H:14]2[CH2:19][CH2:18][C@H:17](/[CH:20]=[CH:21]/[CH2:22]O)[CH2:16][CH2:15]2)[CH3:11])=[CH:4][CH:3]=1.N1C(C)=CC=CC=1C.CS([Cl:37])(=O)=O. Given the product [Cl:1][C:2]1[CH:7]=[CH:6][C:5]([O:8][C:9](=[O:24])[N:10]([CH2:12][CH2:13][C@H:14]2[CH2:19][CH2:18][C@H:17](/[CH:20]=[CH:21]/[CH2:22][Cl:37])[CH2:16][CH2:15]2)[CH3:11])=[CH:4][CH:3]=1, predict the reactants needed to synthesize it. (2) Given the product [C:1]([N:4]1[CH2:9][CH2:8][C:7]2[N:10]([C@@H:21]3[C:29]4[CH:28]=[C:27]([F:30])[CH:26]=[C:25]([C:33]#[N:34])[C:24]=4[CH2:23][C@H:22]3[OH:32])[N:11]=[C:12]([C:13]3[CH:20]=[CH:19][CH:18]=[C:15]([C:16]#[N:17])[CH:14]=3)[C:6]=2[CH2:5]1)(=[O:3])[CH3:2], predict the reactants needed to synthesize it. The reactants are: [C:1]([N:4]1[CH2:9][CH2:8][C:7]2[N:10]([C@@H:21]3[C:29]4[C:24](=[C:25](Br)[CH:26]=[C:27]([F:30])[CH:28]=4)[CH2:23][C@H:22]3[OH:32])[N:11]=[C:12]([C:13]3[CH:14]=[C:15]([CH:18]=[CH:19][CH:20]=3)[C:16]#[N:17])[C:6]=2[CH2:5]1)(=[O:3])[CH3:2].[C:33]([Cu])#[N:34].